Dataset: Reaction yield outcomes from USPTO patents with 853,638 reactions. Task: Predict the reaction yield, written as a fraction of the theoretical maximum amount of product (1.0 means a 100% yield; for example, 0.34 means a 34% yield). (1) The reactants are [OH-].[NH4+:2].[CH2:3]([N:7]([CH2:10][CH3:11])[CH2:8][CH3:9])[CH:4]1[O:6][CH2:5]1. No catalyst specified. The product is [NH2:2][CH2:5][CH:4]([OH:6])[CH2:3][N:7]([CH2:10][CH3:11])[CH2:8][CH3:9]. The yield is 0.920. (2) The reactants are [Br:1][C:2]1[CH:17]=[CH:16][C:5]2[N:6]=[C:7]([CH2:9][CH:10]3[CH2:15][CH2:14][NH:13][CH2:12][CH2:11]3)[S:8][C:4]=2[CH:3]=1.Cl[C:19]1[N:24]=[CH:23][C:22]([CH2:25][CH2:26][CH3:27])=[CH:21][N:20]=1.C(=O)([O-])[O-].[K+].[K+]. The catalyst is CN(C=O)C.O. The product is [Br:1][C:2]1[CH:17]=[CH:16][C:5]2[N:6]=[C:7]([CH2:9][CH:10]3[CH2:11][CH2:12][N:13]([C:19]4[N:24]=[CH:23][C:22]([CH2:25][CH2:26][CH3:27])=[CH:21][N:20]=4)[CH2:14][CH2:15]3)[S:8][C:4]=2[CH:3]=1. The yield is 0.480.